From a dataset of Reaction yield outcomes from USPTO patents with 853,638 reactions. Predict the reaction yield, written as a fraction of the theoretical maximum amount of product (1.0 means a 100% yield; for example, 0.34 means a 34% yield). (1) The reactants are [CH:1]1([N:4]2[C:9](=[O:10])[C:8]([CH2:11][CH2:12][C:13]3[CH:18]=[CH:17][CH:16]=[CH:15][CH:14]=3)=[C:7]([C:19]3[CH:24]=[CH:23][CH:22]=[CH:21][C:20]=3[O:25]C)[N:6]=[C:5]2[CH3:27])[CH2:3][CH2:2]1.B(Br)(Br)Br. The catalyst is C(Cl)Cl. The product is [CH:1]1([N:4]2[C:9](=[O:10])[C:8]([CH2:11][CH2:12][C:13]3[CH:18]=[CH:17][CH:16]=[CH:15][CH:14]=3)=[C:7]([C:19]3[CH:24]=[CH:23][CH:22]=[CH:21][C:20]=3[OH:25])[N:6]=[C:5]2[CH3:27])[CH2:3][CH2:2]1. The yield is 0.860. (2) The reactants are [CH2:1]([C:3]1[N:4]([C:28]2[CH:33]=[CH:32][C:31]([O:34]C)=[CH:30][CH:29]=2)[C:5](=[O:27])[C:6]([CH2:12][C:13]2[CH:18]=[CH:17][C:16]([C:19]3[C:20]([C:25]#[N:26])=[CH:21][CH:22]=[CH:23][CH:24]=3)=[CH:15][CH:14]=2)=[C:7]([CH2:9][CH2:10][CH3:11])[N:8]=1)[CH3:2].B(Br)(Br)Br.C(OCC)(=O)C.O. The catalyst is ClCCl. The product is [CH2:1]([C:3]1[N:4]([C:28]2[CH:33]=[CH:32][C:31]([OH:34])=[CH:30][CH:29]=2)[C:5](=[O:27])[C:6]([CH2:12][C:13]2[CH:18]=[CH:17][C:16]([C:19]3[C:20]([C:25]#[N:26])=[CH:21][CH:22]=[CH:23][CH:24]=3)=[CH:15][CH:14]=2)=[C:7]([CH2:9][CH2:10][CH3:11])[N:8]=1)[CH3:2]. The yield is 0.870. (3) The reactants are CON(C)[C:4](=[O:28])[C@H:5]([NH:20][C:21]([O:23][C:24]([CH3:27])([CH3:26])[CH3:25])=[O:22])[CH2:6][CH2:7][CH2:8][NH:9][C:10]([O:12][CH2:13][C:14]1[CH:19]=[CH:18][CH:17]=[CH:16][CH:15]=1)=[O:11].[CH3:30][Mg+].[Br-].[NH4+].[Cl-]. The catalyst is C1COCC1. The product is [CH2:13]([O:12][C:10]([NH:9][CH2:8][CH2:7][CH2:6][C@@H:5]([NH:20][C:21]([O:23][C:24]([CH3:25])([CH3:26])[CH3:27])=[O:22])[C:4](=[O:28])[CH3:30])=[O:11])[C:14]1[CH:15]=[CH:16][CH:17]=[CH:18][CH:19]=1. The yield is 0.750. (4) The reactants are [Br:1][C:2]1[CH:3]=[CH:4][C:5]2[O:10][CH2:9][C@H:8]([CH2:11][OH:12])[O:7][C:6]=2[CH:13]=1.[C:14]1(O)[CH:19]=[CH:18][CH:17]=[CH:16][CH:15]=1.C1(P(C2C=CC=CC=2)C2C=CC=CC=2)C=CC=CC=1.CCOC(/N=N/C(OCC)=O)=O. The catalyst is C1COCC1. The product is [Br:1][C:2]1[CH:3]=[CH:4][C:5]2[O:10][CH2:9][C@H:8]([CH2:11][O:12][C:14]3[CH:19]=[CH:18][CH:17]=[CH:16][CH:15]=3)[O:7][C:6]=2[CH:13]=1. The yield is 0.490. (5) The reactants are C[O:2][C:3](=[O:30])[CH:4]([O:25][C:26]([CH3:29])([CH3:28])[CH3:27])[C:5]1[N:6]([CH3:24])[C:7](=[O:23])[C:8]2[C:13]([C:14]=1[C:15]1[CH:20]=[CH:19][C:18]([F:21])=[C:17]([F:22])[CH:16]=1)=[CH:12][CH:11]=[CH:10][CH:9]=2.[Li+].[OH-]. The yield is 0.660. The catalyst is C1COCC1. The product is [C:26]([O:25][CH:4]([C:5]1[N:6]([CH3:24])[C:7](=[O:23])[C:8]2[C:13]([C:14]=1[C:15]1[CH:20]=[CH:19][C:18]([F:21])=[C:17]([F:22])[CH:16]=1)=[CH:12][CH:11]=[CH:10][CH:9]=2)[C:3]([OH:30])=[O:2])([CH3:29])([CH3:28])[CH3:27]. (6) The product is [Cl:14][C:7]1[N:6]=[CH:5][C:4]2[C:9](=[CH:10][C:11]([O:12][CH3:13])=[C:2]([C:19]3[CH:18]=[C:17]([O:16][CH3:15])[CH:22]=[C:21]([O:23][CH3:24])[CH:20]=3)[CH:3]=2)[N:8]=1. The reactants are Br[C:2]1[CH:3]=[C:4]2[C:9](=[CH:10][C:11]=1[O:12][CH3:13])[N:8]=[C:7]([Cl:14])[N:6]=[CH:5]2.[CH3:15][O:16][C:17]1[CH:18]=[C:19](B(O)O)[CH:20]=[C:21]([O:23][CH3:24])[CH:22]=1.C(=O)([O-])[O-].[Ce+3].C(=O)([O-])[O-].C(=O)([O-])[O-].[Ce+3]. The yield is 0.380. The catalyst is C1COCC1.O1CCOCC1.O.Cl[Pd](Cl)([P](C1C=CC=CC=1)(C1C=CC=CC=1)C1C=CC=CC=1)[P](C1C=CC=CC=1)(C1C=CC=CC=1)C1C=CC=CC=1. (7) The reactants are [CH2:1]=[C:2]1[CH2:7][CH2:6][N:5]([C:8]([O:10][C:11]([CH3:14])([CH3:13])[CH3:12])=[O:9])[CH2:4][CH2:3]1.C12BC(CCC1)CCC2.C1COCC1.[Cl:29][C:30]1[N:31]=[N:32][C:33](Cl)=[CH:34][CH:35]=1.C([O-])([O-])=O.[K+].[K+]. The catalyst is O1CCOCC1.O.CCOC(C)=O. The product is [Cl:29][C:30]1[N:31]=[N:32][C:33]([CH2:1][CH:2]2[CH2:7][CH2:6][N:5]([C:8]([O:10][C:11]([CH3:14])([CH3:13])[CH3:12])=[O:9])[CH2:4][CH2:3]2)=[CH:34][CH:35]=1. The yield is 0.490.